This data is from Catalyst prediction with 721,799 reactions and 888 catalyst types from USPTO. The task is: Predict which catalyst facilitates the given reaction. (1) Reactant: [CH:1]1([C:4]2[CH:23]=[CH:22][CH:21]=[CH:20][C:5]=2[CH2:6][N:7]2[C:12]3[N:13]=[C:14]([S:17][CH3:18])[N:15]=[CH:16][C:11]=3[CH:10]=[CH:9][C:8]2=[O:19])[CH2:3][CH2:2]1.ClC1C=CC=C(C(OO)=[O:32])C=1. The catalyst class is: 4. Product: [CH:1]1([C:4]2[CH:23]=[CH:22][CH:21]=[CH:20][C:5]=2[CH2:6][N:7]2[C:12]3[N:13]=[C:14]([S:17]([CH3:18])=[O:32])[N:15]=[CH:16][C:11]=3[CH:10]=[CH:9][C:8]2=[O:19])[CH2:3][CH2:2]1. (2) Reactant: [CH3:1][C:2]1[C:6]([C:7]2[CH:12]=[CH:11][CH:10]=[CH:9][CH:8]=2)=[C:5]([NH2:13])[NH:4][N:3]=1.[OH:14][C:15]1[CH:22]=[CH:21][C:18]([CH:19]=O)=[CH:17][CH:16]=1.CS(O)(=O)=O. Product: [CH3:1][C:2]1[C:6]2[C:7]3[CH:12]=[CH:11][CH:10]=[CH:9][C:8]=3[C:19]([C:18]3[CH:21]=[CH:22][C:15]([OH:14])=[CH:16][CH:17]=3)=[N:13][C:5]=2[NH:4][N:3]=1. The catalyst class is: 13. (3) Reactant: [OH:1][C:2]1[CH:10]=[C:9]2[C:5]([C:6]([C:13]#[N:14])=[CH:7][N:8]2[CH2:11][CH3:12])=[CH:4][CH:3]=1.C([O-])([O-])=O.[K+].[K+].IC.[CH2:23](C(C)=O)[CH3:24]. Product: [CH2:23]([O:1][C:2]1[CH:10]=[C:9]2[C:5]([C:6]([C:13]#[N:14])=[CH:7][N:8]2[CH2:11][CH3:12])=[CH:4][CH:3]=1)[CH3:24]. The catalyst class is: 6. (4) Reactant: [CH2:1]([O:8][CH2:9][CH:10]([C:12]1[C:13]([CH3:24])=[N:14][O:15][C:16]=1[C:17]1[CH:22]=[CH:21][C:20](Br)=[CH:19][CH:18]=1)[OH:11])[C:2]1[CH:7]=[CH:6][CH:5]=[CH:4][CH:3]=1.[CH2:25]([O:27][C:28]([C:30]1([C:33]2[CH:38]=[CH:37][C:36](B3OC(C)(C)C(C)(C)O3)=[CH:35][CH:34]=2)[CH2:32][CH2:31]1)=[O:29])[CH3:26]. Product: [CH2:25]([O:27][C:28]([C:30]1([C:33]2[CH:38]=[CH:37][C:36]([C:20]3[CH:21]=[CH:22][C:17]([C:16]4[O:15][N:14]=[C:13]([CH3:24])[C:12]=4[CH:10]([OH:11])[CH2:9][O:8][CH2:1][C:2]4[CH:7]=[CH:6][CH:5]=[CH:4][CH:3]=4)=[CH:18][CH:19]=3)=[CH:35][CH:34]=2)[CH2:31][CH2:32]1)=[O:29])[CH3:26]. The catalyst class is: 235. (5) Reactant: [N+:1]([C:4]1[C:12]2[N:11]=[C:10]([NH:13][C:14](=[O:21])[C:15]3[CH:20]=[CH:19][CH:18]=[CH:17][CH:16]=3)[NH:9][C:8]=2[CH:7]=[CH:6][CH:5]=1)([O-])=O. Product: [NH2:1][C:4]1[C:12]2[N:11]=[C:10]([NH:13][C:14](=[O:21])[C:15]3[CH:16]=[CH:17][CH:18]=[CH:19][CH:20]=3)[NH:9][C:8]=2[CH:7]=[CH:6][CH:5]=1. The catalyst class is: 19. (6) Reactant: [OH:1][C:2]1[CH:3]=[C:4]([C:12]([O:14][CH3:15])=[O:13])[C:5](=[CH:10][CH:11]=1)[C:6]([O:8][CH3:9])=[O:7].[C:16]([N:23]1[CH2:29][CH2:28][CH2:27][C@H:24]1[CH2:25]O)([O:18][C:19]([CH3:22])([CH3:21])[CH3:20])=[O:17].CC(OC(/N=N/C(OC(C)C)=O)=O)C. Product: [C:19]([O:18][C:16]([N:23]1[CH2:29][CH2:28][CH2:27][C@H:24]1[CH2:25][O:1][C:2]1[CH:3]=[C:4]([C:12]([O:14][CH3:15])=[O:13])[C:5](=[CH:10][CH:11]=1)[C:6]([O:8][CH3:9])=[O:7])=[O:17])([CH3:22])([CH3:20])[CH3:21]. The catalyst class is: 1. (7) Reactant: [Br:1][C:2]1[CH:3]=[CH:4][C:5](Cl)=[N:6][CH:7]=1.[NH:9]1[CH2:13][CH2:12][CH2:11][CH2:10]1.C([O-])([O-])=O.[K+].[K+]. Product: [Br:1][C:2]1[CH:3]=[CH:4][C:5]([N:9]2[CH2:13][CH2:12][CH2:11][CH2:10]2)=[N:6][CH:7]=1. The catalyst class is: 735. (8) Reactant: [Cl:1][C:2]1[CH:3]=[CH:4][C:5]([O:25][CH2:26][C:27]2[CH:32]=[CH:31][CH:30]=[CH:29][CH:28]=2)=[C:6]([C:8]2[CH:12]=[CH:11][S:10][C:9]=2[C:13]2[CH:14]=[C:15]([CH:19]([OH:24])[C:20]([F:23])([F:22])[F:21])[CH:16]=[N:17][CH:18]=2)[CH:7]=1. Product: [Cl:1][C:2]1[CH:3]=[CH:4][C:5]([O:25][CH2:26][C:27]2[CH:28]=[CH:29][CH:30]=[CH:31][CH:32]=2)=[C:6]([C:8]2[CH:12]=[CH:11][S:10][C:9]=2[C:13]2[CH:14]=[C:15]([C:19](=[O:24])[C:20]([F:22])([F:23])[F:21])[CH:16]=[N:17][CH:18]=2)[CH:7]=1. The catalyst class is: 327. (9) Reactant: [CH3:1][C:2]1([CH3:35])[C:6]([CH3:8])([CH3:7])[O:5][B:4]([C:9]2[CH:10]=[C:11]3[C:32](=[CH:33][CH:34]=2)[C:15]2[NH:16][C:17]([C@@H:19]4[CH2:24][C@@H:23]5[C@@H:21]([CH2:22]5)[N:20]4[C:25]([O:27]C(C)(C)C)=O)=[N:18][C:14]=2[CH:13]=[CH:12]3)[O:3]1.Cl.[CH3:37][O:38][C:39]([NH:41][C@@H:42]([CH:46]([CH3:48])[CH3:47])C(O)=O)=[O:40].CN(C(ON1N=NC2C=CC=NC1=2)=[N+](C)C)C.F[P-](F)(F)(F)(F)F.CCN(C(C)C)C(C)C. Product: [CH3:47][CH:46]([CH3:48])[C@H:42]([NH:41][C:39](=[O:40])[O:38][CH3:37])[C:25](=[O:27])[N:20]1[C@H:19]([C:17]2[NH:16][C:15]3[C:32]4[C:11]([CH:12]=[CH:13][C:14]=3[N:18]=2)=[CH:10][C:9]([B:4]2[O:3][C:2]([CH3:1])([CH3:35])[C:6]([CH3:7])([CH3:8])[O:5]2)=[CH:34][CH:33]=4)[CH2:24][C@@H:23]2[C@H:21]1[CH2:22]2. The catalyst class is: 61. (10) Reactant: [F:1][C:2]([F:12])([F:11])[C:3]([C:5]1[CH:10]=[CH:9][CH:8]=[CH:7][CH:6]=1)=O.C([O:15][C:16](=[O:22])[C@H:17]([CH:19]([CH3:21])[CH3:20])[NH2:18])C.C([O-])([O-])=O.[K+:27].[K+]. Product: [K+:27].[F:1][C:2]([F:12])([F:11])[C:3](=[N:18][C@H:17]([C:16]([O-:22])=[O:15])[CH:19]([CH3:21])[CH3:20])[C:5]1[CH:10]=[CH:9][CH:8]=[CH:7][CH:6]=1. The catalyst class is: 5.